The task is: Regression. Given a peptide amino acid sequence and an MHC pseudo amino acid sequence, predict their binding affinity value. This is MHC class II binding data.. This data is from Peptide-MHC class II binding affinity with 134,281 pairs from IEDB. (1) The peptide sequence is YPWDRIEEVTRMAMT. The MHC is DRB3_0101 with pseudo-sequence DRB3_0101. The binding affinity (normalized) is 0.623. (2) The peptide sequence is ATATAGTTVYGAFAA. The MHC is HLA-DPA10103-DPB10601 with pseudo-sequence HLA-DPA10103-DPB10601. The binding affinity (normalized) is 0. (3) The peptide sequence is TAAATAPADDKFTVF. The MHC is DRB1_0301 with pseudo-sequence DRB1_0301. The binding affinity (normalized) is 0.0786.